The task is: Predict the product of the given reaction.. This data is from Forward reaction prediction with 1.9M reactions from USPTO patents (1976-2016). (1) The product is: [Br:1][CH2:70][C:69]([C:61]1[CH:62]=[C:63]([O:66][CH2:67][CH3:68])[C:64]([OH:65])=[C:59]([C:55]([CH3:56])([CH3:58])[CH3:57])[CH:60]=1)=[O:71]. Given the reactants [Br-:1].[Br-].[Br-].C([N+](CCCC)(CCCC)CCCC)CCC.C([N+](CCCC)(CCCC)CCCC)CCC.C([N+](CCCC)(CCCC)CCCC)CCC.[C:55]([C:59]1[CH:60]=[C:61]([C:69](=[O:71])[CH3:70])[CH:62]=[C:63]([O:66][CH2:67][CH3:68])[C:64]=1[OH:65])([CH3:58])([CH3:57])[CH3:56], predict the reaction product. (2) Given the reactants C([O-])([O-])=O.[Cs+].[Cs+].Br[C:8]1[CH:9]=[C:10]([CH:14]([CH2:31][CH:32]([CH3:34])[CH3:33])[C:15]([NH:17][C:18]2[CH:23]=[CH:22][C:21]([C:24]3[CH:29]=[CH:28][N:27]=[C:26]([CH3:30])[CH:25]=3)=[CH:20][CH:19]=2)=[O:16])[CH:11]=[CH:12][CH:13]=1.[NH:35]1[CH2:40][CH2:39][O:38][CH2:37][CH2:36]1.CN(C=O)C, predict the reaction product. The product is: [CH3:33][CH:32]([CH3:34])[CH2:31][CH:14]([C:10]1[CH:11]=[CH:12][CH:13]=[C:8]([N:35]2[CH2:40][CH2:39][O:38][CH2:37][CH2:36]2)[CH:9]=1)[C:15]([NH:17][C:18]1[CH:23]=[CH:22][C:21]([C:24]2[CH:29]=[CH:28][N:27]=[C:26]([CH3:30])[CH:25]=2)=[CH:20][CH:19]=1)=[O:16]. (3) Given the reactants Br[C:2]1[CH:7]=[CH:6][C:5]([Cl:8])=[C:4]([Cl:9])[CH:3]=1.[NH:10]1[CH2:15][CH2:14][NH:13][CH2:12][CH2:11]1, predict the reaction product. The product is: [Cl:9][C:4]1[CH:3]=[C:2]([N:10]2[CH2:15][CH2:14][NH:13][CH2:12][CH2:11]2)[CH:7]=[CH:6][C:5]=1[Cl:8].